From a dataset of Forward reaction prediction with 1.9M reactions from USPTO patents (1976-2016). Predict the product of the given reaction. (1) Given the reactants [Cl:1][C:2]1[CH:3]=[C:4]([CH:25]=[CH:26][CH:27]=1)[O:5][CH2:6][C:7]([NH:9][CH:10]1[CH2:15][CH2:14][C:13]([N:22]([CH3:24])[CH3:23])([C:16]2[CH:21]=[CH:20][CH:19]=[CH:18][CH:17]=2)[CH2:12][CH2:11]1)=[O:8].O.Cl[Si](C)(C)C, predict the reaction product. The product is: [ClH:1].[Cl:1][C:2]1[CH:3]=[C:4]([CH:25]=[CH:26][CH:27]=1)[O:5][CH2:6][C:7]([NH:9][CH:10]1[CH2:15][CH2:14][C:13]([N:22]([CH3:24])[CH3:23])([C:16]2[CH:17]=[CH:18][CH:19]=[CH:20][CH:21]=2)[CH2:12][CH2:11]1)=[O:8]. (2) Given the reactants C[Al](C)C.[Cl:5][C:6]1[CH:11]=[CH:10][C:9]([NH2:12])=[CH:8][CH:7]=1.[Cl:13][C:14]1[CH:21]=[CH:20][CH:19]=[CH:18][C:15]=1[C:16]#[N:17], predict the reaction product. The product is: [Cl:13][C:14]1[CH:21]=[CH:20][CH:19]=[CH:18][C:15]=1[C:16]([NH:12][C:9]1[CH:10]=[CH:11][C:6]([Cl:5])=[CH:7][CH:8]=1)=[NH:17]. (3) Given the reactants [Br-].[F:2][C:3]1[CH:12]=[C:11]2[C:6]([CH:7]=[C:8]([C:14](=O)[CH2:15][N+:16]3[CH:21]=[CH:20][C:19]([S:22][CH3:23])=[N:18][C:17]=3[CH3:24])[C:9](=[O:13])[O:10]2)=[CH:5][CH:4]=1, predict the reaction product. The product is: [F:2][C:3]1[CH:12]=[C:11]2[C:6]([CH:7]=[C:8]([C:14]3[CH:24]=[C:17]4[N:18]=[C:19]([S:22][CH3:23])[CH:20]=[CH:21][N:16]4[CH:15]=3)[C:9](=[O:13])[O:10]2)=[CH:5][CH:4]=1.